From a dataset of Forward reaction prediction with 1.9M reactions from USPTO patents (1976-2016). Predict the product of the given reaction. (1) Given the reactants [C:1]([NH:4][NH2:5])(=[O:3])[CH3:2].[Br:6][C:7]1[CH:16]=[CH:15][CH:14]=[C:13]2[C:8]=1[N:9]=[C:10]([NH:20][C:21]([CH3:24])([CH3:23])[CH3:22])[C:11]([C:17](O)=O)=[N:12]2.CCCP1(OP(CCC)(=O)OP(CCC)(=O)O1)=O, predict the reaction product. The product is: [Br:6][C:7]1[CH:16]=[CH:15][CH:14]=[C:13]2[C:8]=1[N:9]=[C:10]([NH:20][C:21]([CH3:23])([CH3:22])[CH3:24])[C:11]([C:17]1[O:3][C:1]([CH3:2])=[N:4][N:5]=1)=[N:12]2. (2) Given the reactants [OH-].[Na+].C([NH:6][C:7]1[CH:15]=[C:14]([Cl:16])[C:13]([CH3:17])=[CH:12][C:8]=1[C:9]([OH:11])=[O:10])(=O)C.Cl, predict the reaction product. The product is: [NH2:6][C:7]1[CH:15]=[C:14]([Cl:16])[C:13]([CH3:17])=[CH:12][C:8]=1[C:9]([OH:11])=[O:10].